From a dataset of Catalyst prediction with 721,799 reactions and 888 catalyst types from USPTO. Predict which catalyst facilitates the given reaction. (1) Reactant: [C:1]([O:5][C:6]([CH3:9])([CH3:8])[CH3:7])(=[O:4])[CH:2]=[CH2:3].[CH2:10]([O:16][C:17](=[O:20])[CH:18]=[CH2:19])[CH2:11][CH2:12][CH2:13][CH2:14][CH3:15].S(OOS([O-])(=O)=O)([O-])(=O)=O.[Na+].[Na+].S([O-])([O-])(=O)=O.[NH4+].[NH4+].C(=O)(O)[O-].[Na+].S(=O)(=O)(O)[O-].[Na+]. Product: [C:6]([O:5][C:1](=[O:4])[CH:2]=[CH2:3])([CH3:9])([CH3:8])[CH3:7].[C:17]([O:16][CH2:10][CH2:11][CH2:12][CH2:13][CH2:14][CH3:15])(=[O:20])[CH:18]=[CH2:19]. The catalyst class is: 6. (2) Reactant: [N:1]1[CH:6]=[CH:5][CH:4]=[N:3][C:2]=1[N:7]1[CH2:12][CH2:11][N:10]([C:13]2[CH:18]=[CH:17][C:16]([C:19]3[S:23][C:22]([C:24]4[CH:32]=[CH:31][C:27]([C:28]([OH:30])=[O:29])=[CH:26][CH:25]=4)=[N:21][N:20]=3)=[CH:15][CH:14]=2)[CH2:9][CH2:8]1.F[P-](F)(F)(F)(F)F.[N:40]1(OC(N(C)C)=[N+](C)C)[C:44]2[CH:45]=[CH:46][CH:47]=[CH:48][C:43]=2[N:42]=[N:41]1.C(N(CC)C(C)C)(C)C. Product: [N:3]1[CH:4]=[CH:5][CH:6]=[N:1][C:2]=1[N:7]1[CH2:12][CH2:11][N:10]([C:13]2[CH:14]=[CH:15][C:16]([C:19]3[S:23][C:22]([C:24]4[CH:32]=[CH:31][C:27]([C:28]([O:30][N:40]5[C:44]6[CH:45]=[CH:46][CH:47]=[CH:48][C:43]=6[N:42]=[N:41]5)=[O:29])=[CH:26][CH:25]=4)=[N:21][N:20]=3)=[CH:17][CH:18]=2)[CH2:9][CH2:8]1. The catalyst class is: 6.